Dataset: Full USPTO retrosynthesis dataset with 1.9M reactions from patents (1976-2016). Task: Predict the reactants needed to synthesize the given product. (1) Given the product [CH:58]1([N:57]=[C:38]=[N:30][CH:31]2[CH2:32][CH2:33][CH2:34][CH2:35][CH2:36]2)[CH2:63][CH2:62][CH2:61][CH2:60][CH2:59]1, predict the reactants needed to synthesize it. The reactants are: C([C@@H](N[C@H](C(O)=O)C)CCC)(OCC)=O.CCC[C@H](N[C@H](C([N:30]1[C@H:38](C(O)=O)C[C@H:36]2[C@@H:31]1[CH2:32][CH2:33][CH2:34][CH2:35]2)=O)C)C(OCC)=O.C1(C)C=CC(S(O)(=O)=O)=CC=1.C([C@@H]1C[C@H:63]2[C@H:58]([CH2:59][CH2:60][CH2:61][CH2:62]2)[NH:57]1)(O)=O.ON1C2C=CC=CC=2N=N1. (2) Given the product [Cl:1][C:2]1[CH:27]=[C:26]([Cl:28])[CH:25]=[CH:24][C:3]=1[O:4][C:5]1[CH:10]=[CH:9][CH:8]=[CH:7][C:6]=1[NH:11][S:12]([C:15]1[CH:23]=[CH:22][C:18]([C:19]([N:32]2[CH2:31][CH2:30][N:29]([CH2:35][CH2:36][N:37]3[CH2:38][CH2:39][O:40][CH2:41][CH2:42]3)[CH2:34][CH2:33]2)=[O:20])=[CH:17][CH:16]=1)(=[O:13])=[O:14], predict the reactants needed to synthesize it. The reactants are: [Cl:1][C:2]1[CH:27]=[C:26]([Cl:28])[CH:25]=[CH:24][C:3]=1[O:4][C:5]1[CH:10]=[CH:9][CH:8]=[CH:7][C:6]=1[NH:11][S:12]([C:15]1[CH:23]=[CH:22][C:18]([C:19](O)=[O:20])=[CH:17][CH:16]=1)(=[O:14])=[O:13].[N:29]1([CH2:35][CH2:36][N:37]2[CH2:42][CH2:41][O:40][CH2:39][CH2:38]2)[CH2:34][CH2:33][NH:32][CH2:31][CH2:30]1. (3) Given the product [C:13]([N:16]1[CH2:21][CH2:20][CH2:19][C:18]([CH2:30][C:31]([O:33][CH2:34][CH3:35])=[O:32])([CH2:22][C:23]2[CH:24]=[CH:25][C:26]([O:29][CH2:56][CH2:57][CH2:58][NH:59][C:60]3[CH:65]=[CH:64][CH:63]=[CH:62][N+:61]=3[O-:66])=[CH:27][CH:28]=2)[CH2:17]1)(=[O:15])[CH3:14], predict the reactants needed to synthesize it. The reactants are: N(C(OCC)=O)=NC(OCC)=O.[C:13]([N:16]1[CH2:21][CH2:20][CH2:19][C:18]([CH2:30][C:31]([O:33][CH2:34][CH3:35])=[O:32])([CH2:22][C:23]2[CH:28]=[CH:27][C:26]([OH:29])=[CH:25][CH:24]=2)[CH2:17]1)(=[O:15])[CH3:14].C1(P(C2C=CC=CC=2)C2C=CC=CC=2)C=CC=CC=1.O[CH2:56][CH2:57][CH2:58][NH:59][C:60]1[CH:65]=[CH:64][CH:63]=[CH:62][N+:61]=1[O-:66]. (4) Given the product [Cl:25][C:22]1[CH:21]=[CH:20][C:19]([S:16]([N:15]2[CH:10]([C:7]3([OH:6])[CH2:9][CH2:8]3)[CH2:11][CH2:12][CH2:13][CH:14]2[C:26]2[CH:27]=[N:28][CH:29]=[CH:30][CH:31]=2)(=[O:18])=[O:17])=[CH:24][CH:23]=1, predict the reactants needed to synthesize it. The reactants are: C([Si](C)(C)[O:6][C:7]1([CH:10]2[N:15]([S:16]([C:19]3[CH:24]=[CH:23][C:22]([Cl:25])=[CH:21][CH:20]=3)(=[O:18])=[O:17])[CH:14]([C:26]3[CH:27]=[N:28][CH:29]=[CH:30][CH:31]=3)[CH2:13][CH2:12][CH2:11]2)[CH2:9][CH2:8]1)(C)(C)C.CCCC[N+](CCCC)(CCCC)CCCC.[F-]. (5) Given the product [Br:1][C:2]1[CH:3]=[C:4]([CH:8]=[CH:9][CH:10]=1)[C:5]([Cl:19])=[O:6], predict the reactants needed to synthesize it. The reactants are: [Br:1][C:2]1[CH:3]=[C:4]([CH:8]=[CH:9][CH:10]=1)[C:5](O)=[O:6].CN(C=O)C.C(Cl)(=O)C([Cl:19])=O.